Dataset: Reaction yield outcomes from USPTO patents with 853,638 reactions. Task: Predict the reaction yield, written as a fraction of the theoretical maximum amount of product (1.0 means a 100% yield; for example, 0.34 means a 34% yield). (1) The reactants are [CH2:1]([N:8]1[C:16]2[C:11](=[CH:12][CH:13]=[CH:14][CH:15]=2)[CH:10]=[C:9]1[C:17]([OH:19])=O)[C:2]1[CH:7]=[CH:6][CH:5]=[CH:4][CH:3]=1.[NH2:20][C@H:21]([C:23]([NH:25][C@H:26]([CH:39]=[O:40])[CH2:27][C:28](=[N:34][NH:35][C:36]([NH2:38])=[O:37])[O:29][C:30]([CH3:33])([CH3:32])[CH3:31])=[O:24])[CH3:22].CCN=C=NCCCN(C)C. The catalyst is C(Cl)Cl.CN(C1C=CN=CC=1)C.C(OCC)(=O)C. The product is [CH2:1]([N:8]1[C:16]2[C:11](=[CH:12][CH:13]=[CH:14][CH:15]=2)[CH:10]=[C:9]1[C:17]([NH:20][C@H:21]([C:23]([NH:25][C@H:26]([CH:39]=[O:40])[CH2:27][C:28](=[N:34][NH:35][C:36]([NH2:38])=[O:37])[O:29][C:30]([CH3:31])([CH3:33])[CH3:32])=[O:24])[CH3:22])=[O:19])[C:2]1[CH:3]=[CH:4][CH:5]=[CH:6][CH:7]=1. The yield is 0.560. (2) The reactants are C(N[CH:5]1[CH2:10][CH2:9][CH2:8][CH2:7][CH2:6]1)(C)C.[CH2:11]([Li])[CH2:12][CH2:13][CH3:14].[Br:16][C:17]1[C:18](=[O:24])[O:19][CH2:20][C:21]=1[O:22][CH3:23].C1C[O:28][CH2:27]C1. No catalyst specified. The product is [Br:16][C:17]1[C:18](=[O:24])[O:19][CH:20]([CH:27]([OH:28])[C:7]2[C:6]3[C:5](=[CH:11][CH:12]=[CH:13][CH:14]=3)[CH:10]=[CH:9][CH:8]=2)[C:21]=1[O:22][CH3:23]. The yield is 0.590. (3) The reactants are [Cl:1][C:2]1[CH:3]=[N:4][N:5]([CH3:16])[C:6]=1[C:7]1[CH:8]=[C:9]([C:13]([OH:15])=O)[O:10][C:11]=1[CH3:12].[NH2:17][C@@H:18]([CH2:31][C:32]1[CH:37]=[CH:36][CH:35]=[C:34]([C:38]([F:41])([F:40])[F:39])[CH:33]=1)[CH2:19][N:20]1[C:28](=[O:29])[C:27]2[C:22](=[CH:23][CH:24]=[CH:25][CH:26]=2)[C:21]1=[O:30].CC(OC(N[C@H](C(O)=O)CC1C=CC=CC=1C(F)(F)F)=O)(C)C.C1CN([P+](Br)(N2CCCC2)N2CCCC2)CC1.F[P-](F)(F)(F)(F)F.CCN(C(C)C)C(C)C. The catalyst is C(Cl)(Cl)Cl. The product is [Cl:1][C:2]1[CH:3]=[N:4][N:5]([CH3:16])[C:6]=1[C:7]1[CH:8]=[C:9]([C:13]([NH:17][C@@H:18]([CH2:31][C:32]2[CH:37]=[CH:36][CH:35]=[C:34]([C:38]([F:41])([F:39])[F:40])[CH:33]=2)[CH2:19][N:20]2[C:21](=[O:30])[C:22]3[C:27](=[CH:26][CH:25]=[CH:24][CH:23]=3)[C:28]2=[O:29])=[O:15])[O:10][C:11]=1[CH3:12]. The yield is 0.480. (4) The yield is 0.520. The reactants are Br[C:2]1[CH:3]=[N:4][C:5]([O:8][CH:9]2[CH2:14][CH2:13][N:12]([C:15]([O:17][C:18]([CH3:21])([CH3:20])[CH3:19])=[O:16])[CH2:11][CH2:10]2)=[N:6][CH:7]=1.C([Sn](CCCC)(CCCC)[C:27]1[CH:32]=[CH:31][CH:30]=[CH:29][N:28]=1)CCC. The product is [N:28]1[CH:29]=[CH:30][CH:31]=[CH:32][C:27]=1[C:2]1[CH:3]=[N:4][C:5]([O:8][CH:9]2[CH2:14][CH2:13][N:12]([C:15]([O:17][C:18]([CH3:21])([CH3:20])[CH3:19])=[O:16])[CH2:11][CH2:10]2)=[N:6][CH:7]=1. The catalyst is C1C=CC([P]([Pd]([P](C2C=CC=CC=2)(C2C=CC=CC=2)C2C=CC=CC=2)([P](C2C=CC=CC=2)(C2C=CC=CC=2)C2C=CC=CC=2)[P](C2C=CC=CC=2)(C2C=CC=CC=2)C2C=CC=CC=2)(C2C=CC=CC=2)C2C=CC=CC=2)=CC=1.C1(C)C=CC=CC=1. (5) The reactants are F[C:2]1[CH:7]=[CH:6][C:5]([C:8]2[O:9][C:10]3[CH:16]=[CH:15][CH:14]=[CH:13][C:11]=3[N:12]=2)=[CH:4][C:3]=1[N+:17]([O-])=O.[NH2:20][CH2:21][CH:22]1[CH2:26][CH2:25][CH2:24][O:23]1.O.[H][H]. The catalyst is C(#N)C.[C].[Pd]. The product is [O:23]1[CH2:24][CH2:25][CH2:26][CH:22]1[CH2:21][NH:20][C:2]1[CH:7]=[CH:6][C:5]([C:8]2[O:9][C:10]3[CH:16]=[CH:15][CH:14]=[CH:13][C:11]=3[N:12]=2)=[CH:4][C:3]=1[NH2:17]. The yield is 0.840. (6) The reactants are [C:1]([O:5][C:6]([N:8]1[CH2:11][CH:10]([C:12]([OH:14])=O)[CH2:9]1)=[O:7])([CH3:4])([CH3:3])[CH3:2].CCN=C=NCCCN(C)C.Cl.C1C=CC2N(O)N=NC=2C=1.C(N(CC)C(C)C)(C)C.Cl.[CH3:47][NH:48][O:49][CH3:50]. The catalyst is C1COCC1. The product is [CH3:50][O:49][N:48]([CH3:47])[C:12]([CH:10]1[CH2:9][N:8]([C:6]([O:5][C:1]([CH3:2])([CH3:3])[CH3:4])=[O:7])[CH2:11]1)=[O:14]. The yield is 0.990. (7) The reactants are [CH2:1]([O:3][C:4]1[CH:13]=[C:12]2[C:7]([C:8](=O)[NH:9][CH:10]=[N:11]2)=[C:6]([O:15][CH2:16][C@H:17]2[CH2:21][CH2:20][CH2:19][N:18]2[C:22]([O:24][C:25]([CH3:28])([CH3:27])[CH3:26])=[O:23])[CH:5]=1)[CH3:2].C(N(CC)C(C)C)(C)C.P(Cl)(Cl)([Cl:40])=O. The catalyst is ClCCCl. The product is [Cl:40][C:8]1[C:7]2[C:12](=[CH:13][C:4]([O:3][CH2:1][CH3:2])=[CH:5][C:6]=2[O:15][CH2:16][C@H:17]2[CH2:21][CH2:20][CH2:19][N:18]2[C:22]([O:24][C:25]([CH3:28])([CH3:27])[CH3:26])=[O:23])[N:11]=[CH:10][N:9]=1. The yield is 0.630. (8) The reactants are [C:1]([Si:5]([O:8][CH2:9][CH2:10][O:11][C:12]1[CH:17]=[CH:16][C:15]([Cl:18])=[C:14]([F:19])[CH:13]=1)([CH3:7])[CH3:6])([CH3:4])([CH3:3])[CH3:2].C(NC(C)C)(C)C.[Li].CN(C)[CH:30]=[O:31].C(O)(=O)C. The catalyst is O1CCCC1. The product is [C:1]([Si:5]([CH3:7])([CH3:6])[O:8][CH2:9][CH2:10][O:11][C:12]1[C:13]([CH:30]=[O:31])=[C:14]([F:19])[C:15]([Cl:18])=[CH:16][CH:17]=1)([CH3:4])([CH3:2])[CH3:3]. The yield is 0.410.